From a dataset of Peptide-MHC class I binding affinity with 185,985 pairs from IEDB/IMGT. Regression. Given a peptide amino acid sequence and an MHC pseudo amino acid sequence, predict their binding affinity value. This is MHC class I binding data. The binding affinity (normalized) is 0.213. The MHC is HLA-B14:02 with pseudo-sequence HLA-B14:02. The peptide sequence is RRRGACVVY.